Dataset: Catalyst prediction with 721,799 reactions and 888 catalyst types from USPTO. Task: Predict which catalyst facilitates the given reaction. (1) Reactant: [CH2:1]([O:8][C:9]1[CH:18]=[CH:17][C:16]([CH:19]([OH:40])[CH2:20][NH:21][C:22]([CH3:39])([CH3:38])[CH2:23][CH2:24][N:25]2[CH:29]=[CH:28][N:27]([C:30]3[CH:35]=[CH:34][C:33]([O:36][CH3:37])=[CH:32][CH:31]=3)[CH2:26]2)=[CH:15][C:10]=1[C:11](OC)=[O:12])[C:2]1[CH:7]=[CH:6][CH:5]=[CH:4][CH:3]=1.[Cl-].[Ca+2].[Cl-].[BH4-].[Na+]. Product: [CH2:1]([O:8][C:9]1[CH:18]=[CH:17][C:16]([CH:19]([OH:40])[CH2:20][NH:21][C:22]([CH3:39])([CH3:38])[CH2:23][CH2:24][N:25]2[CH:29]=[CH:28][N:27]([C:30]3[CH:31]=[CH:32][C:33]([O:36][CH3:37])=[CH:34][CH:35]=3)[CH2:26]2)=[CH:15][C:10]=1[CH2:11][OH:12])[C:2]1[CH:7]=[CH:6][CH:5]=[CH:4][CH:3]=1. The catalyst class is: 214. (2) Reactant: Br[C:2]1[CH:3]=[CH:4][C:5](I)=[N:6][CH:7]=1.C([Mg]Cl)(C)C.[C:14]1(=[O:18])[CH2:17][CH2:16][CH2:15]1.C([Li])CCC.[CH2:24]([Sn:28](Cl)([CH2:33][CH2:34][CH2:35][CH3:36])[CH2:29][CH2:30][CH2:31][CH3:32])[CH2:25][CH2:26][CH3:27]. Product: [CH2:33]([Sn:28]([CH2:24][CH2:25][CH2:26][CH3:27])([CH2:29][CH2:30][CH2:31][CH3:32])[C:2]1[CH:3]=[CH:4][C:5]([C:14]2([OH:18])[CH2:17][CH2:16][CH2:15]2)=[N:6][CH:7]=1)[CH2:34][CH2:35][CH3:36]. The catalyst class is: 7. (3) Reactant: [S:1]1[CH:5]=[CH:4][N:3]=[C:2]1[NH:6][C:7]([N:9]1[CH2:13][CH2:12][CH2:11][CH2:10]1)=[O:8].ClC1C=C2C(N=CC=C2)=C2C=1C=CC=N2.C(=O)([O-])[O-].[Cs+].[Cs+].[Br:35][C:36]1[S:37][C:38](Br)=[CH:39][CH:40]=1.[OH-].[NH4+].O. Product: [Br:35][C:36]1[S:37][C:38]([N:3]2[CH:4]=[CH:5][S:1]/[C:2]/2=[N:6]\[C:7]([N:9]2[CH2:10][CH2:11][CH2:12][CH2:13]2)=[O:8])=[CH:39][CH:40]=1. The catalyst class is: 60. (4) Reactant: [O:1]([CH:8]([C:11]1[CH:19]=[CH:18][C:14]([C:15]([OH:17])=O)=[CH:13][CH:12]=1)[CH2:9][CH3:10])[C:2]1[CH:7]=[CH:6][CH:5]=[CH:4][CH:3]=1.[CH3:20][N:21](C(ON1N=NC2C=CC=NC1=2)=[N+](C)C)C.F[P-](F)(F)(F)(F)F.C(N(CC)CC)C.N[CH2:52][C:53]1[C:54]([OH:61])=[N:55][C:56]([CH3:60])=[CH:57][C:58]=1[CH3:59]. Product: [OH:61][C:54]1[C:53]([CH2:52][CH2:20][NH:21][C:15](=[O:17])[C:14]2[CH:13]=[CH:12][C:11]([CH:8]([O:1][C:2]3[CH:3]=[CH:4][CH:5]=[CH:6][CH:7]=3)[CH2:9][CH3:10])=[CH:19][CH:18]=2)=[C:58]([CH3:59])[CH:57]=[C:56]([CH3:60])[N:55]=1. The catalyst class is: 4. (5) Reactant: FC1C=CC(N2[C:16]3[C:11](=[CH:12][C:13]([CH:17]([C:25]4[CH:30]=[CH:29][CH:28]=[CH:27][CH:26]=4)[CH:18]([CH2:22][CH2:23][CH3:24])[C:19]([OH:21])=O)=[CH:14][CH:15]=3)C=N2)=CC=1.[F:31][C:32]1[CH:37]=[CH:36][C:35]([N:38]2C3C(=CC(C(C4C=CC=CC=4)C(C)(C)CN)=CC=3)[CH:40]=[N:39]2)=[CH:34][CH:33]=1.FC1C=CC([N:66]2C3C(=CC(C(C4C=CC=CC=4)C(CCC)C(F)=O)=CC=3)C=N2)=CC=1.N. Product: [F:31][C:32]1[CH:33]=[CH:34][C:35]([N:38]2[C:16]3[C:11](=[CH:12][C:13]([CH:17]([C:25]4[CH:30]=[CH:29][CH:28]=[CH:27][CH:26]=4)[CH:18]([CH2:22][CH2:23][CH3:24])[C:19]([NH2:66])=[O:21])=[CH:14][CH:15]=3)[CH:40]=[N:39]2)=[CH:36][CH:37]=1. The catalyst class is: 20. (6) Reactant: [S:1]([O:8]S(C(F)(F)F)(=O)=O)([C:4]([F:7])([F:6])[F:5])(=[O:3])=[O:2].[Si:16]([O:23][CH2:24][C@H:25]1[N:29]([C:30](=[O:53])[C:31]2[CH:36]=[C:35]([O:37][CH3:38])[C:34]([O:39][Si:40]([CH:47]([CH3:49])[CH3:48])([CH:44]([CH3:46])[CH3:45])[CH:41]([CH3:43])[CH3:42])=[CH:33][C:32]=2[N+:50]([O-:52])=[O:51])[CH2:28][C:27](=O)[CH2:26]1)([C:19]([CH3:22])([CH3:21])[CH3:20])([CH3:18])[CH3:17].N1C(C)=CC=CC=1C. Product: [F:5][C:4]([F:7])([F:6])[S:1]([O:8][C:27]1[CH2:26][C@@H:25]([CH2:24][O:23][Si:16]([C:19]([CH3:21])([CH3:20])[CH3:22])([CH3:18])[CH3:17])[N:29]([C:30](=[O:53])[C:31]2[CH:36]=[C:35]([O:37][CH3:38])[C:34]([O:39][Si:40]([CH:41]([CH3:43])[CH3:42])([CH:44]([CH3:45])[CH3:46])[CH:47]([CH3:49])[CH3:48])=[CH:33][C:32]=2[N+:50]([O-:52])=[O:51])[CH:28]=1)(=[O:3])=[O:2]. The catalyst class is: 2. (7) Reactant: CS[C:3]1[C@@:8]([O:14][C:15]2[CH:20]=[C:19]([F:21])[C:18]([F:22])=[C:17]([F:23])[CH:16]=2)([C:9]([O:11][CH2:12][CH3:13])=[O:10])[CH2:7][CH2:6][CH2:5][N:4]=1.[CH3:24][O:25][C:26]1[CH:27]=[C:28]([CH:33]=[CH:34][C:35]=1[C:36]1[O:40][C:39]([CH3:41])=[N:38][CH:37]=1)[C:29]([NH:31][NH2:32])=O.C(O)(=O)C. Product: [CH3:24][O:25][C:26]1[CH:27]=[C:28]([C:29]2[N:4]3[CH2:5][CH2:6][CH2:7][C@:8]([O:14][C:15]4[CH:20]=[C:19]([F:21])[C:18]([F:22])=[C:17]([F:23])[CH:16]=4)([C:9]([O:11][CH2:12][CH3:13])=[O:10])[C:3]3=[N:32][N:31]=2)[CH:33]=[CH:34][C:35]=1[C:36]1[O:40][C:39]([CH3:41])=[N:38][CH:37]=1. The catalyst class is: 13. (8) Reactant: [C:1]([N:4]1[C:13]2[C:8](=[CH:9][C:10]([O:14][CH3:15])=[CH:11][CH:12]=2)[C@H:7]([NH:16]C(=O)OCC2C=CC=CC=2)[C@@H:6]([CH3:27])[C@@H:5]1[CH3:28])(=[O:3])[CH3:2]. Product: [NH2:16][C@H:7]1[C:8]2[C:13](=[CH:12][CH:11]=[C:10]([O:14][CH3:15])[CH:9]=2)[N:4]([C:1](=[O:3])[CH3:2])[C@@H:5]([CH3:28])[C@@H:6]1[CH3:27]. The catalyst class is: 63. (9) Reactant: [CH3:1][O:2][C:3]1[C:8]2[N:9]=[C:10]([NH2:12])[S:11]C=2C(N)=[CH:5][CH:4]=1.C(=O)([O-])[O-].[K+].[K+].IC[C:22]([N:24]1[CH2:29][CH2:28][O:27][CH2:26][CH2:25]1)=O.IC.[F:32][C:33]1[CH:41]=[CH:40][C:36]([C:37]([OH:39])=O)=[CH:35][CH:34]=1.CN(C(ON1N=N[C:52]2[CH:53]=[CH:54][CH:55]=[N:56][C:51]1=2)=[N+](C)C)C.F[P-](F)(F)(F)(F)F.C(N(C(C)C)C(C)C)C. Product: [F:32][C:33]1[CH:34]=[CH:35][C:36]([C:37]([NH:12][C:10]2[S:11][C:28]3[C:29]([N:24]([CH3:22])[CH2:25][C:26](=[O:27])[N:56]4[CH2:51][CH2:52][CH2:53][CH2:54][CH2:55]4)=[CH:5][CH:4]=[C:3]([O:2][CH3:1])[C:8]=3[N:9]=2)=[O:39])=[CH:40][CH:41]=1. The catalyst class is: 198.